From a dataset of Catalyst prediction with 721,799 reactions and 888 catalyst types from USPTO. Predict which catalyst facilitates the given reaction. (1) Reactant: [NH2:1][C:2]1[CH:3]=[C:4]([NH:9][C:10](=[O:21])[C:11]2[CH:16]=[CH:15][CH:14]=[C:13]([C:17]([F:20])([F:19])[F:18])[CH:12]=2)[CH:5]=[CH:6][C:7]=1[CH3:8].[C:22](Cl)(Cl)=[O:23].C1(C)C=CC=CC=1.[CH3:33][NH:34][C:35]1[CH:40]=[C:39]([NH:41][C:42]2[CH:47]=[CH:46][C:45]([N:48]3[CH2:53][CH2:52][N:51]([CH3:54])[CH2:50][CH2:49]3)=[CH:44][CH:43]=2)[N:38]=[CH:37][N:36]=1. Product: [CH3:8][C:7]1[CH:6]=[CH:5][C:4]([NH:9][C:10](=[O:21])[C:11]2[CH:16]=[CH:15][CH:14]=[C:13]([C:17]([F:18])([F:19])[F:20])[CH:12]=2)=[CH:3][C:2]=1[NH:1][C:22]([N:34]([CH3:33])[C:35]1[CH:40]=[C:39]([NH:41][C:42]2[CH:47]=[CH:46][C:45]([N:48]3[CH2:53][CH2:52][N:51]([CH3:54])[CH2:50][CH2:49]3)=[CH:44][CH:43]=2)[N:38]=[CH:37][N:36]=1)=[O:23]. The catalyst class is: 440. (2) Reactant: [CH3:1][C:2]1[CH:8]=[C:7]([CH:9]2[CH2:18][CH2:17][C:12]3([O:16]CCO3)[CH2:11][CH2:10]2)[C:6]([CH3:19])=[CH:5][C:3]=1[NH2:4].Cl[C:21]1[N:26]=[C:25]([NH:27][C:28]2[CH:32]=[C:31]([CH3:33])[NH:30][N:29]=2)[C:24]([Cl:34])=[CH:23][N:22]=1.Cl. Product: [Cl:34][C:24]1[C:25]([NH:27][C:28]2[CH:32]=[C:31]([CH3:33])[NH:30][N:29]=2)=[N:26][C:21]([NH:4][C:3]2[C:2]([CH3:1])=[CH:8][C:7]([CH:9]3[CH2:10][CH2:11][C:12](=[O:16])[CH2:17][CH2:18]3)=[C:6]([CH3:19])[CH:5]=2)=[N:22][CH:23]=1. The catalyst class is: 41. (3) Reactant: [C:1]([Si:5](Cl)([CH3:7])[CH3:6])([CH3:4])([CH3:3])[CH3:2].Cl.[NH:10]1[CH2:13][CH:12]([OH:14])[CH2:11]1.C(N(C(C)C)C(C)C)C. Product: [NH:10]1[CH2:13][CH:12]([O:14][Si:5]([C:1]([CH3:4])([CH3:3])[CH3:2])([CH3:7])[CH3:6])[CH2:11]1. The catalyst class is: 2.